Predict the product of the given reaction. From a dataset of Forward reaction prediction with 1.9M reactions from USPTO patents (1976-2016). (1) Given the reactants [CH:1]1([NH:4][C:5]([NH:7][C:8]2[CH:13]=[CH:12][C:11](B3OC(C)(C)C(C)(C)O3)=[CH:10][CH:9]=2)=[O:6])[CH2:3][CH2:2]1.C(=O)([O-])[O-].[Na+].[Na+].[CH:29]12[N:36]([C:37]3[N:42]=[C:41](Cl)[N:40]=[C:39]([CH2:44][N:45]([CH3:47])[CH3:46])[CH:38]=3)[CH:33]([CH2:34][CH2:35]1)[CH2:32][O:31][CH2:30]2, predict the reaction product. The product is: [CH:33]12[N:36]([C:37]3[CH:38]=[C:39]([CH2:44][N:45]([CH3:47])[CH3:46])[N:40]=[C:41]([C:11]4[CH:10]=[CH:9][C:8]([NH:7][C:5]([NH:4][CH:1]5[CH2:2][CH2:3]5)=[O:6])=[CH:13][CH:12]=4)[N:42]=3)[CH:29]([CH2:35][CH2:34]1)[CH2:30][O:31][CH2:32]2. (2) Given the reactants [Cl:1][C:2]1[CH:3]=[CH:4][C:5]([C:23]([O:25]C)=O)=[C:6]2[C:10]=1[N:9]=[C:8]1[N:11]([C:15]3[CH:20]=[CH:19][C:18]([Cl:21])=[CH:17][C:16]=3[Cl:22])[CH2:12][CH2:13][CH2:14][N:7]21.C([NH2:29])=O.C[O-].[Na+], predict the reaction product. The product is: [Cl:1][C:2]1[CH:3]=[CH:4][C:5]([C:23]([NH2:29])=[O:25])=[C:6]2[C:10]=1[N:9]=[C:8]1[N:11]([C:15]3[CH:20]=[CH:19][C:18]([Cl:21])=[CH:17][C:16]=3[Cl:22])[CH2:12][CH2:13][CH2:14][N:7]21.